Predict which catalyst facilitates the given reaction. From a dataset of Catalyst prediction with 721,799 reactions and 888 catalyst types from USPTO. Reactant: [Cl:1][C:2]1[C:23]([Cl:24])=[CH:22][C:5]2[N:6]([CH2:14][O:15][CH2:16][CH2:17][Si:18]([CH3:21])([CH3:20])[CH3:19])[C:7]([CH2:9][CH2:10][CH2:11][CH2:12][OH:13])=[N:8][C:4]=2[CH:3]=1.CC(OI1(OC(C)=O)(OC(C)=O)OC(=O)C2C=CC=CC1=2)=O. Product: [Cl:1][C:2]1[C:23]([Cl:24])=[CH:22][C:5]2[N:6]([CH2:14][O:15][CH2:16][CH2:17][Si:18]([CH3:21])([CH3:20])[CH3:19])[C:7]([CH2:9][CH2:10][CH2:11][CH:12]=[O:13])=[N:8][C:4]=2[CH:3]=1. The catalyst class is: 2.